Dataset: Reaction yield outcomes from USPTO patents with 853,638 reactions. Task: Predict the reaction yield, written as a fraction of the theoretical maximum amount of product (1.0 means a 100% yield; for example, 0.34 means a 34% yield). (1) The reactants are C(OC([N:8]1[CH2:13][CH2:12][C:11]2[N:14]([CH2:27][CH2:28][CH2:29][N:30]3[CH2:35][CH2:34][CH:33]([N:36]4[C:40]5[CH:41]=[CH:42][CH:43]=[CH:44][C:39]=5[N:38]([CH3:45])[C:37]4=[O:46])[CH2:32][CH2:31]3)[N:15]=[C:16]([C:17]3[CH:22]=[CH:21][C:20]([C:23]([F:26])([F:25])[F:24])=[CH:19][CH:18]=3)[C:10]=2[CH2:9]1)=O)(C)(C)C.C(Cl)Cl. The catalyst is FC(F)(F)C(O)=O. The product is [CH3:45][N:38]1[C:39]2[CH:44]=[CH:43][CH:42]=[CH:41][C:40]=2[N:36]([CH:33]2[CH2:34][CH2:35][N:30]([CH2:29][CH2:28][CH2:27][N:14]3[C:11]4[CH2:12][CH2:13][NH:8][CH2:9][C:10]=4[C:16]([C:17]4[CH:18]=[CH:19][C:20]([C:23]([F:25])([F:26])[F:24])=[CH:21][CH:22]=4)=[N:15]3)[CH2:31][CH2:32]2)[C:37]1=[O:46]. The yield is 0.960. (2) The reactants are Cl.NO.C([N:6](C(C)C)C(C)C)C.C(OC([NH:18][C:19]([NH:21][C:22]1[CH:27]=[C:26]([Br:28])[CH:25]=[CH:24][N:23]=1)=S)=O)C. The catalyst is C(O)C. The product is [Br:28][C:26]1[CH:25]=[CH:24][N:23]2[N:6]=[C:19]([NH2:18])[N:21]=[C:22]2[CH:27]=1. The yield is 0.788. (3) The reactants are CC([O:5][C:6]([N:8]1[CH2:13][CH2:12][N:11]([C:14]([O:16][C:17]([CH3:20])([CH3:19])[CH3:18])=[O:15])[CH2:10][CH:9]1[C:21](O)([CH2:29][C:30]1[CH:35]=[CH:34][CH:33]=[CH:32][CH:31]=1)[CH2:22][C:23]1[CH:28]=[CH:27][CH:26]=[CH:25][CH:24]=1)=[O:7])(C)C.[H-].[Na+]. The catalyst is CN(C)C=O. The product is [C:23]1([CH2:22][C:21]2([CH2:29][C:30]3[CH:31]=[CH:32][CH:33]=[CH:34][CH:35]=3)[CH:9]3[CH2:10][N:11]([C:14]([O:16][C:17]([CH3:20])([CH3:19])[CH3:18])=[O:15])[CH2:12][CH2:13][N:8]3[C:6](=[O:5])[O:7]2)[CH:28]=[CH:27][CH:26]=[CH:25][CH:24]=1. The yield is 0.820. (4) The reactants are [F:1][C:2]1[CH:7]=[C:6]([O:8]C)[C:5]([F:10])=[CH:4][C:3]=1[CH2:11][CH2:12][C:13]([O:15][CH2:16][CH3:17])=[O:14].B(Br)(Br)Br. The catalyst is ClCCl. The product is [F:1][C:2]1[CH:7]=[C:6]([OH:8])[C:5]([F:10])=[CH:4][C:3]=1[CH2:11][CH2:12][C:13]([O:15][CH2:16][CH3:17])=[O:14]. The yield is 0.290.